From a dataset of Full USPTO retrosynthesis dataset with 1.9M reactions from patents (1976-2016). Predict the reactants needed to synthesize the given product. (1) Given the product [CH3:1][C@H:2]1[N:18]([C:19](=[O:21])[CH3:20])[CH2:17][C:6]2[CH:7]=[CH:8][CH:9]=[C:10]3[C:11]4[CH2:12][CH2:13][CH2:14][CH2:15][C:16]=4[N:4]([C:5]=23)[CH2:3]1, predict the reactants needed to synthesize it. The reactants are: [CH3:1][C@@H:2]1[N:18]([C:19](=[O:21])[CH3:20])[CH2:17][C:6]2[CH:7]=[CH:8][CH:9]=[C:10]3[C:11]4[CH2:12][CH2:13][CH2:14][CH2:15][C:16]=4[N:4]([C:5]=23)[CH2:3]1.N([O-])=O.[Na+].Cl.C1(=O)CCCCC1. (2) Given the product [CH:1]([C:4]1[S:22][C:7]2[N:8]([CH2:24][C:25]3[CH:30]=[CH:29][C:28]([C:31]4[CH:36]=[CH:35][CH:34]=[CH:33][C:32]=4[C:37]4[NH:41][C:40](=[O:47])[O:39][N:38]=4)=[CH:27][CH:26]=3)[C:9](=[O:21])[N:10]([CH2:13][CH2:14][C:15]3[CH:20]=[CH:19][CH:18]=[CH:17][CH:16]=3)[C:11](=[O:12])[C:6]=2[CH:5]=1)([CH3:3])[CH3:2], predict the reactants needed to synthesize it. The reactants are: [CH:1]([C:4]1[S:22][C:7]2[NH:8][C:9](=[O:21])[N:10]([CH2:13][CH2:14][C:15]3[CH:20]=[CH:19][CH:18]=[CH:17][CH:16]=3)[C:11](=[O:12])[C:6]=2[CH:5]=1)([CH3:3])[CH3:2].Br[CH2:24][C:25]1[CH:30]=[CH:29][C:28]([C:31]2[CH:36]=[CH:35][CH:34]=[CH:33][C:32]=2[C:37]2[N:41]=[C:40](C(Cl)(Cl)Cl)[O:39][N:38]=2)=[CH:27][CH:26]=1.C(=O)([O-])[O-:47].[K+].[K+]. (3) Given the product [F:1][C:2]1[CH:7]=[CH:6][C:5]([N:8]2[C:12]3([CH2:13][CH2:14][N:15]([CH2:18][CH2:19][CH2:20][N:21]4[C:29]5[C:24](=[CH:25][CH:26]=[CH:27][CH:28]=5)[C:23]5([CH2:30][CH2:31]5)[C:22]4=[O:32])[CH2:16][CH2:17]3)[C:11](=[O:33])[N:10]([CH2:34][C:35]3[CH:47]=[CH:46][CH:45]=[CH:44][C:36]=3[C:37]([OH:39])=[O:38])[CH2:9]2)=[CH:4][CH:3]=1, predict the reactants needed to synthesize it. The reactants are: [F:1][C:2]1[CH:7]=[CH:6][C:5]([N:8]2[C:12]3([CH2:17][CH2:16][N:15]([CH2:18][CH2:19][CH2:20][N:21]4[C:29]5[C:24](=[CH:25][CH:26]=[CH:27][CH:28]=5)[C:23]5([CH2:31][CH2:30]5)[C:22]4=[O:32])[CH2:14][CH2:13]3)[C:11](=[O:33])[N:10]([CH2:34][C:35]3[CH:47]=[CH:46][CH:45]=[CH:44][C:36]=3[C:37]([O:39]C(C)(C)C)=[O:38])[CH2:9]2)=[CH:4][CH:3]=1.C(O)=O.C([SiH](CC)CC)C.Cl. (4) Given the product [CH3:22][C:20]([CH3:21])([CH3:23])[CH2:19][N:14]1[C:13]2[CH:24]=[CH:25][C:10]([C:6]3[CH:7]=[CH:8][CH:9]=[C:4]([C:1]([OH:3])([C:26]4[CH:31]=[CH:30][CH:29]=[CH:28][CH:27]=4)[CH3:2])[CH:5]=3)=[CH:11][C:12]=2[N:16]([CH3:17])[C:15]1=[O:18], predict the reactants needed to synthesize it. The reactants are: [C:1]([C:4]1[CH:5]=[C:6]([C:10]2[CH:25]=[CH:24][C:13]3[N:14]([CH2:19][C:20]([CH3:23])([CH3:22])[CH3:21])[C:15](=[O:18])[N:16]([CH3:17])[C:12]=3[CH:11]=2)[CH:7]=[CH:8][CH:9]=1)(=[O:3])[CH3:2].[C:26]1([Mg]Cl)[CH:31]=[CH:30][CH:29]=[CH:28][CH:27]=1.